From a dataset of Forward reaction prediction with 1.9M reactions from USPTO patents (1976-2016). Predict the product of the given reaction. Given the reactants [H-].[Na+].[CH:3]1([OH:9])[CH2:8][CH2:7][CH2:6][CH2:5][CH2:4]1.F[C:11]1[CH:12]=[C:13]([CH:16]=[C:17]([F:19])[CH:18]=1)[C:14]#[N:15], predict the reaction product. The product is: [F:19][C:17]1[CH:16]=[C:13]([CH:12]=[C:11]([O:9][CH:3]2[CH2:8][CH2:7][CH2:6][CH2:5][CH2:4]2)[CH:18]=1)[C:14]#[N:15].